From a dataset of Forward reaction prediction with 1.9M reactions from USPTO patents (1976-2016). Predict the product of the given reaction. (1) Given the reactants [Cl:1][C:2]1[CH:3]=[C:4]([C:8]2[CH:16]=[CH:15][CH:14]=[C:13]3[C:9]=2[CH2:10][C:11](=[O:17])[NH:12]3)[CH:5]=[CH:6][CH:7]=1.[CH3:18][N:19]([CH3:35])[C@H:20]1[CH2:24][CH2:23][N:22]([C:25]([C:27]2[CH:31]=[C:30]([CH3:32])[NH:29][C:28]=2[CH:33]=O)=[O:26])[CH2:21]1, predict the reaction product. The product is: [Cl:1][C:2]1[CH:3]=[C:4]([C:8]2[CH:16]=[CH:15][CH:14]=[C:13]3[C:9]=2[C:10](=[CH:33][C:28]2[NH:29][C:30]([CH3:32])=[CH:31][C:27]=2[C:25]([N:22]2[CH2:23][CH2:24][C@H:20]([N:19]([CH3:18])[CH3:35])[CH2:21]2)=[O:26])[C:11](=[O:17])[NH:12]3)[CH:5]=[CH:6][CH:7]=1. (2) Given the reactants [F:1][C:2]([F:17])([F:16])[CH2:3][CH2:4][N:5]1[C:9]2=[N:10][CH:11]=[CH:12][CH:13]=[C:8]2[C:7]([C:14]#[N:15])=[N:6]1.C[O-].[Na+].C(O)(=O)C.[Cl-].[NH4+:26], predict the reaction product. The product is: [F:17][C:2]([F:1])([F:16])[CH2:3][CH2:4][N:5]1[C:9]2=[N:10][CH:11]=[CH:12][CH:13]=[C:8]2[C:7]([C:14](=[NH:26])[NH2:15])=[N:6]1.